Dataset: Forward reaction prediction with 1.9M reactions from USPTO patents (1976-2016). Task: Predict the product of the given reaction. (1) Given the reactants [CH3:1][O:2][C:3](=[O:46])[CH2:4][C@H:5]([OH:45])[CH2:6][C@H:7]([OH:44])[CH:8]=[CH:9][C:10]1[N:11]([CH:41]([CH3:43])[CH3:42])[C:12]([C:28](=[O:40])[NH:29][C:30]2[CH:35]=[CH:34][CH:33]=[C:32]([S:36](=[O:39])(=[O:38])[NH2:37])[CH:31]=2)=[C:13]([C:22]2[CH:27]=[CH:26][CH:25]=[CH:24][CH:23]=2)[C:14]=1[C:15]1[CH:20]=[CH:19][C:18]([F:21])=[CH:17][CH:16]=1, predict the reaction product. The product is: [CH3:1][O:2][C:3](=[O:46])[CH2:4][C@H:5]([OH:45])[CH2:6][C@H:7]([OH:44])[CH2:8][CH2:9][C:10]1[N:11]([CH:41]([CH3:43])[CH3:42])[C:12]([C:28](=[O:40])[NH:29][C:30]2[CH:35]=[CH:34][CH:33]=[C:32]([S:36](=[O:38])(=[O:39])[NH2:37])[CH:31]=2)=[C:13]([C:22]2[CH:27]=[CH:26][CH:25]=[CH:24][CH:23]=2)[C:14]=1[C:15]1[CH:16]=[CH:17][C:18]([F:21])=[CH:19][CH:20]=1. (2) Given the reactants [Cl:1][C:2]1[CH:3]=[CH:4][C:5]([NH:8][C:9](=[O:39])[C:10]2[CH:15]=[C:14]([F:16])[CH:13]=[CH:12][C:11]=2[NH:17][C:18](=[O:38])[C:19]2[CH:24]=[CH:23][C:22](F)=[CH:21][C:20]=2[O:26][CH2:27][CH2:28][CH2:29][NH:30][C:31]([O:33][C:34]([CH3:37])([CH3:36])[CH3:35])=[O:32])=[N:6][CH:7]=1.[NH:40]1[CH2:44][CH2:43][CH2:42][CH2:41]1, predict the reaction product. The product is: [C:34]([O:33][C:31]([NH:30][CH2:29][CH2:28][CH2:27][O:26][C:20]1[CH:21]=[C:22]([N:40]2[CH2:44][CH2:43][CH2:42][CH2:41]2)[CH:23]=[CH:24][C:19]=1[C:18]([NH:17][C:11]1[CH:12]=[CH:13][C:14]([F:16])=[CH:15][C:10]=1[C:9]([NH:8][C:5]1[CH:4]=[CH:3][C:2]([Cl:1])=[CH:7][N:6]=1)=[O:39])=[O:38])=[O:32])([CH3:36])([CH3:37])[CH3:35]. (3) Given the reactants ClC1C(C)=C(C(=O)C)C(O)=C(OCCCC2C=CC(F)=CC=2)C=1OC.Cl[C:27]1[C:28]([CH3:58])=[C:29]([C:55](=[O:57])[CH3:56])[C:30]([O:46][CH2:47][CH2:48][N:49]2[CH2:54][CH2:53][O:52][CH2:51][CH2:50]2)=[C:31]([O:35][CH2:36][CH2:37][CH2:38][C:39]2[CH:44]=[CH:43][C:42](F)=[CH:41][CH:40]=2)[C:32]=1[O:33][CH3:34], predict the reaction product. The product is: [CH3:34][O:33][C:32]1[CH:27]=[C:28]([CH3:58])[C:29]([C:55](=[O:57])[CH3:56])=[C:30]([O:46][CH2:47][CH2:48][N:49]2[CH2:50][CH2:51][O:52][CH2:53][CH2:54]2)[C:31]=1[O:35][CH2:36][CH2:37][CH2:38][C:39]1[CH:40]=[CH:41][CH:42]=[CH:43][CH:44]=1. (4) Given the reactants [O:1]=[S:2]1(=[O:30])[CH2:7][CH2:6][N:5]([C:8]([C:10]2[NH:11][C:12]3[C:17]([CH:18]=2)=[CH:16][C:15]([C:19]([N:21]2[CH2:26][CH2:25][N:24]([CH:27]([CH3:29])[CH3:28])[CH2:23][CH2:22]2)=[O:20])=[CH:14][CH:13]=3)=[O:9])[CH2:4][CH2:3]1.[F:31][C:32]([F:43])([F:42])[C:33]1[CH:34]=[C:35](B(O)O)[CH:36]=[CH:37][CH:38]=1, predict the reaction product. The product is: [O:30]=[S:2]1(=[O:1])[CH2:7][CH2:6][N:5]([C:8]([C:10]2[N:11]([C:37]3[CH:36]=[CH:35][CH:34]=[C:33]([C:32]([F:43])([F:42])[F:31])[CH:38]=3)[C:12]3[C:17]([CH:18]=2)=[CH:16][C:15]([C:19]([N:21]2[CH2:22][CH2:23][N:24]([CH:27]([CH3:28])[CH3:29])[CH2:25][CH2:26]2)=[O:20])=[CH:14][CH:13]=3)=[O:9])[CH2:4][CH2:3]1. (5) The product is: [CH2:1]([O:3][C:4]([C@@H:6]1[C@H:8]([C:9]2[CH:14]=[CH:13][CH:12]=[CH:11][CH:10]=2)[C@H:7]1[C:15]1[CH:16]=[CH:17][C:18]([NH:21][S:25]([CH:22]2[CH2:24][CH2:23]2)(=[O:27])=[O:26])=[CH:19][CH:20]=1)=[O:5])[CH3:2]. Given the reactants [CH2:1]([O:3][C:4]([C@@H:6]1[C@H:8]([C:9]2[CH:14]=[CH:13][CH:12]=[CH:11][CH:10]=2)[C@H:7]1[C:15]1[CH:20]=[CH:19][C:18]([NH2:21])=[CH:17][CH:16]=1)=[O:5])[CH3:2].[CH:22]1([S:25](Cl)(=[O:27])=[O:26])[CH2:24][CH2:23]1.C(N(CC)CC)C, predict the reaction product. (6) Given the reactants [CH2:1]([O:3][C:4]1[C:8]([CH2:9][CH2:10][CH2:11][OH:12])=[CH:7][N:6]([C:13]2[CH:18]=[CH:17][C:16]([C:19]([F:22])([F:21])[F:20])=[CH:15][N:14]=2)[N:5]=1)[CH3:2].O[C:24]1[CH:29]=[CH:28][C:27]([O:30][CH3:31])=[CH:26][C:25]=1[CH2:32][C:33]([O:35]C)=[O:34].C(P(CCCC)CCCC)CCC.N(C(N1CCCCC1)=O)=NC(N1CCCCC1)=O, predict the reaction product. The product is: [CH2:1]([O:3][C:4]1[C:8]([CH2:9][CH2:10][CH2:11][O:12][C:24]2[CH:29]=[CH:28][C:27]([O:30][CH3:31])=[CH:26][C:25]=2[CH2:32][C:33]([OH:35])=[O:34])=[CH:7][N:6]([C:13]2[CH:18]=[CH:17][C:16]([C:19]([F:21])([F:20])[F:22])=[CH:15][N:14]=2)[N:5]=1)[CH3:2]. (7) Given the reactants [CH3:1][C:2]1([CH3:19])[CH2:11][CH2:10][C:9]([CH3:13])([CH3:12])[C:8]2[C:7]([Br:14])=[C:6]([OH:15])[C:5]([C:16]([OH:18])=[O:17])=[CH:4][C:3]1=2.[CH3:20][O:21][CH2:22]Cl.C(N(C(C)C)CC)(C)C.[Br-], predict the reaction product. The product is: [Br:14][C:7]1[C:8]2[C:9]([CH3:12])([CH3:13])[CH2:10][CH2:11][C:2]([CH3:19])([CH3:1])[C:3]=2[CH:4]=[C:5]([C:16]([OH:18])=[O:17])[C:6]=1[O:15][CH2:20][O:21][CH3:22]. (8) The product is: [Cl:1][C:2]1[CH:3]=[C:4]([C:17]2[CH:26]=[CH:25][C:20]([C:21]([OH:23])=[O:22])=[CH:19][C:18]=2[O:27][CH3:28])[CH:5]=[N:6][C:7]=1[O:8][C:9]1[CH:10]=[C:11]([Cl:16])[CH:12]=[C:13]([Cl:15])[CH:14]=1. Given the reactants [Cl:1][C:2]1[CH:3]=[C:4]([C:17]2[CH:26]=[CH:25][C:20]([C:21]([O:23]C)=[O:22])=[CH:19][C:18]=2[O:27][CH3:28])[CH:5]=[N:6][C:7]=1[O:8][C:9]1[CH:14]=[C:13]([Cl:15])[CH:12]=[C:11]([Cl:16])[CH:10]=1.C1COCC1.[Li+].[OH-].Cl, predict the reaction product.